Dataset: Reaction yield outcomes from USPTO patents with 853,638 reactions. Task: Predict the reaction yield, written as a fraction of the theoretical maximum amount of product (1.0 means a 100% yield; for example, 0.34 means a 34% yield). (1) The reactants are C([O:3][CH:4](OCC)[C:5]1[N:9]=[C:8]([CH3:10])[N:7]([CH2:11][CH3:12])[N:6]=1)C.Cl. The catalyst is O. The product is [CH2:11]([N:7]1[C:8]([CH3:10])=[N:9][C:5]([CH:4]=[O:3])=[N:6]1)[CH3:12]. The yield is 0.260. (2) The reactants are [C:1]([N:5]1[C:9]([C:10]2[CH:15]=[CH:14][C:13]([F:16])=[CH:12][CH:11]=2)=[C:8]([C:17]2[S:18][CH:19]=[C:20]([CH2:22]C(O)=O)[N:21]=2)[CH:7]=[N:6]1)([CH3:4])([CH3:3])[CH3:2].C1(P([N:40]=[N+]=[N-])(C2C=CC=CC=2)=O)C=CC=CC=1.[C:43]([OH:47])(C)(C)C.[OH2:48]. The catalyst is C1(C)C=CC=CC=1. The product is [C:1]([N:5]1[C:9]([C:10]2[CH:15]=[CH:14][C:13]([F:16])=[CH:12][CH:11]=2)=[C:8]([C:17]2[S:18][CH:19]=[C:20]([CH2:22][NH:40][C:43](=[O:47])[OH:48])[N:21]=2)[CH:7]=[N:6]1)([CH3:4])([CH3:3])[CH3:2]. The yield is 0.113. (3) The reactants are [Br:1][C:2]1[C:3]([C:12](=[O:16])[C:13]([O-:15])=[O:14])=[CH:4][C:5]2[O:10][CH2:9][CH2:8][O:7][C:6]=2[CH:11]=1.[BH4-].[Na+].O1CC[CH2:21][CH2:20]1. The catalyst is Cl. The product is [Br:1][C:2]1[C:3]([CH:12]([OH:16])[C:13]([O:15][CH2:20][CH3:21])=[O:14])=[CH:4][C:5]2[O:10][CH2:9][CH2:8][O:7][C:6]=2[CH:11]=1. The yield is 1.00. (4) The reactants are [C:1]([C:3]1[CH:8]=[CH:7][C:6]([C@@H:9]2[C:14]([C:15]#[N:16])=[C:13]([CH3:17])[N:12]([C:18]3[CH:23]=[CH:22][CH:21]=[C:20]([C:24]([F:27])([F:26])[F:25])[CH:19]=3)[C:11](=[O:28])[NH:10]2)=[C:5]([S:29]([CH3:32])(=[O:31])=[O:30])[CH:4]=1)#[N:2].[H-].[Na+].Cl[C:36]([O:38][CH2:39][C:40]1[CH:45]=[CH:44][CH:43]=[CH:42][CH:41]=1)=[O:37]. The catalyst is C1COCC1. The product is [C:15]([C:14]1[CH:9]([C:6]2[CH:7]=[CH:8][C:3]([C:1]#[N:2])=[CH:4][C:5]=2[S:29]([CH3:32])(=[O:31])=[O:30])[N:10]([C:36]([O:38][CH2:39][C:40]2[CH:45]=[CH:44][CH:43]=[CH:42][CH:41]=2)=[O:37])[C:11](=[O:28])[N:12]([C:18]2[CH:23]=[CH:22][CH:21]=[C:20]([C:24]([F:27])([F:26])[F:25])[CH:19]=2)[C:13]=1[CH3:17])#[N:16]. The yield is 0.460. (5) The reactants are [F:1][C:2]1[CH:22]=[CH:21][C:5]([CH2:6][O:7][C:8]2[CH:17]=[C:16]3[C:11]([CH:12]=[C:13]([C:18](=[O:20])[CH3:19])[CH:14]=[N:15]3)=[CH:10][CH:9]=2)=[CH:4][CH:3]=1.B1(C)OC(C2C=CC=CC=2)(C2C=CC=CC=2)[C@@H]2N1CCC2.CSC.C([O-])(O)=O.[Na+]. The catalyst is C1(C)C=CC=CC=1.CO. The product is [F:1][C:2]1[CH:22]=[CH:21][C:5]([CH2:6][O:7][C:8]2[CH:17]=[C:16]3[C:11]([CH:12]=[C:13]([C@H:18]([OH:20])[CH3:19])[CH:14]=[N:15]3)=[CH:10][CH:9]=2)=[CH:4][CH:3]=1. The yield is 0.560. (6) The reactants are [CH2:1]([C:3]1([C:13](OC)=[O:14])[CH2:12][CH2:11][C:6]2([O:10][CH2:9][CH2:8][O:7]2)[CH2:5][CH2:4]1)[CH3:2].[H-].[Al+3].[Li+].[H-].[H-].[H-].O.[OH-].[Na+]. The catalyst is O1CCCC1. The product is [CH2:1]([C:3]1([CH2:13][OH:14])[CH2:12][CH2:11][C:6]2([O:7][CH2:8][CH2:9][O:10]2)[CH2:5][CH2:4]1)[CH3:2]. The yield is 0.570. (7) The reactants are [C:1]([C:5]1[CH:10]=[CH:9][C:8]([N+:11]([O-])=O)=[CH:7][C:6]=1[S:14]([NH2:17])(=[O:16])=[O:15])([CH3:4])([CH3:3])[CH3:2].O.O.Cl[Sn]Cl.C([O-])(O)=O.[Na+]. The catalyst is CCO.CCOC(C)=O.O. The product is [C:1]([C:5]1[CH:10]=[CH:9][C:8]([NH2:11])=[CH:7][C:6]=1[S:14]([NH2:17])(=[O:15])=[O:16])([CH3:4])([CH3:2])[CH3:3]. The yield is 1.00. (8) The catalyst is O1CCCC1. The yield is 0.570. The reactants are [CH2:1]([OH:4])[CH2:2][OH:3].Cl[C:6]1[CH:11]=[C:10]([O:12][CH:13]2[CH2:22][CH2:21][C:16]3([O:20][CH2:19][CH2:18][O:17]3)[CH2:15][CH2:14]2)[N:9]=[C:8]([C:23]([F:26])([F:25])[F:24])[N:7]=1.[H-].[Na+]. The product is [O:20]1[C:16]2([CH2:21][CH2:22][CH:13]([O:12][C:10]3[N:9]=[C:8]([C:23]([F:26])([F:25])[F:24])[N:7]=[C:6]([O:3][CH2:2][CH2:1][OH:4])[CH:11]=3)[CH2:14][CH2:15]2)[O:17][CH2:18][CH2:19]1. (9) The reactants are [CH2:1]([O:8][C:9]([NH:11][C:12]1[CH:27]=[CH:26][C:15]([O:16][C:17]2[CH:22]=[CH:21][N:20]=[C:19](C(O)=O)[CH:18]=2)=[CH:14][C:13]=1[F:28])=[O:10])[C:2]1[CH:7]=[CH:6][CH:5]=[CH:4][CH:3]=1.C([N:31]([CH2:34]C)CC)C.C1(P(N=[N+]=[N-])(C2C=CC=CC=2)=[O:43])C=CC=CC=1.C(OCC)(=O)C.[C:59]([OH:63])([CH3:62])([CH3:61])[CH3:60]. The yield is 0.655. The product is [CH2:1]([O:8][C:9]([NH:11][C:12]1[CH:27]=[CH:26][C:15]([O:16][C:17]2[CH:22]=[CH:21][N:20]=[C:19]([NH:31][C:34](=[O:43])[O:63][C:59]([CH3:62])([CH3:61])[CH3:60])[CH:18]=2)=[CH:14][C:13]=1[F:28])=[O:10])[C:2]1[CH:3]=[CH:4][CH:5]=[CH:6][CH:7]=1. No catalyst specified. (10) The reactants are C(C1C=CC=CC=1C#N)#C.[CH3:11][Si:12]([C:15]#[CH:16])([CH3:14])[CH3:13].[I:17][C:18]1[CH:23]=[CH:22][CH:21]=[CH:20][C:19]=1I. The catalyst is [Pd]. The product is [CH3:11][Si:12]([CH3:14])([CH3:13])[C:15]#[C:16][C:19]1[CH:20]=[CH:21][CH:22]=[CH:23][C:18]=1[I:17]. The yield is 0.580.